From a dataset of Catalyst prediction with 721,799 reactions and 888 catalyst types from USPTO. Predict which catalyst facilitates the given reaction. (1) Reactant: [NH2:1][C:2]1[N:7]=[N:6][C:5]([C:8]([OH:10])=O)=[CH:4][CH:3]=1.[C:11]([O:15][C:16]([N:18]1[CH:23]2[CH2:24][CH2:25][CH:19]1[CH2:20][NH:21][CH2:22]2)=[O:17])([CH3:14])([CH3:13])[CH3:12].CN(C(ON1N=NC2C=CC=NC1=2)=[N+](C)C)C.F[P-](F)(F)(F)(F)F.C(N(CC)C(C)C)(C)C. Product: [C:11]([O:15][C:16]([N:18]1[CH:19]2[CH2:25][CH2:24][CH:23]1[CH2:22][N:21]([C:8]([C:5]1[N:6]=[N:7][C:2]([NH2:1])=[CH:3][CH:4]=1)=[O:10])[CH2:20]2)=[O:17])([CH3:14])([CH3:12])[CH3:13]. The catalyst class is: 31. (2) Reactant: F[C:2]1[CH:7]=[CH:6][C:5]([N+:8]([O-:10])=[O:9])=[CH:4][CH:3]=1.[NH:11]1[CH2:16][CH2:15][CH:14]([C:17]([O:19][CH2:20][CH3:21])=[O:18])[CH2:13][CH2:12]1.C([O-])([O-])=O.[K+].[K+].CCOC(C)=O. Product: [N+:8]([C:5]1[CH:6]=[CH:7][C:2]([N:11]2[CH2:16][CH2:15][CH:14]([C:17]([O:19][CH2:20][CH3:21])=[O:18])[CH2:13][CH2:12]2)=[CH:3][CH:4]=1)([O-:10])=[O:9]. The catalyst class is: 16.